From a dataset of Reaction yield outcomes from USPTO patents with 853,638 reactions. Predict the reaction yield, written as a fraction of the theoretical maximum amount of product (1.0 means a 100% yield; for example, 0.34 means a 34% yield). The reactants are [O:1]1[CH2:6][CH2:5][CH:4]([CH2:7]OS(C2C=CC(C)=CC=2)(=O)=O)[CH2:3][CH2:2]1.[C:19]([O-:22])(=[S:21])[CH3:20].[K+].O. The catalyst is CC(CC(C)C)=O. The product is [O:1]1[CH2:2][CH2:3][CH:4]([CH2:7][S:21][C:19](=[O:22])[CH3:20])[CH2:5][CH2:6]1. The yield is 0.960.